Dataset: Catalyst prediction with 721,799 reactions and 888 catalyst types from USPTO. Task: Predict which catalyst facilitates the given reaction. (1) Reactant: [Cl:1][C:2]1[CH:7]=[C:6]([Cl:8])[CH:5]=[CH:4][C:3]=1[C:9]1[C:10]([C:26]#[N:27])=[C:11]([C:19]2[CH:24]=[CH:23][N:22]=[C:21](F)[CH:20]=2)[S:12][C:13]=1[C:14]1[NH:18][N:17]=[N:16][CH:15]=1.COC1C=C(OC)C=CC=1C[NH2:33].CCN(C(C)C)C(C)C.C(O)CCC.C(Cl)Cl.C(O)(C(F)(F)F)=O.C(=O)(O)[O-].[Na+]. Product: [NH2:33][C:21]1[CH:20]=[C:19]([C:11]2[S:12][C:13]([C:14]3[NH:18][N:17]=[N:16][CH:15]=3)=[C:9]([C:3]3[CH:4]=[CH:5][C:6]([Cl:8])=[CH:7][C:2]=3[Cl:1])[C:10]=2[C:26]#[N:27])[CH:24]=[CH:23][N:22]=1. The catalyst class is: 24. (2) Reactant: [Cl:1][C:2]1[CH:9]=[C:8](B2OC(C)(C)C(C)(C)O2)[CH:7]=[CH:6][C:3]=1[C:4]#[N:5].Br[C:20]1[CH:27]=[N:26][CH:25]=[C:24]([F:28])[C:21]=1[CH:22]=[O:23].C([O-])([O-])=O.[Na+].[Na+]. Product: [Cl:1][C:2]1[CH:9]=[C:8]([C:20]2[CH:27]=[N:26][CH:25]=[C:24]([F:28])[C:21]=2[CH:22]=[O:23])[CH:7]=[CH:6][C:3]=1[C:4]#[N:5]. The catalyst class is: 233.